Dataset: NCI-60 drug combinations with 297,098 pairs across 59 cell lines. Task: Regression. Given two drug SMILES strings and cell line genomic features, predict the synergy score measuring deviation from expected non-interaction effect. (1) Drug 1: CC(CN1CC(=O)NC(=O)C1)N2CC(=O)NC(=O)C2. Drug 2: C1C(C(OC1N2C=NC(=NC2=O)N)CO)O. Cell line: TK-10. Synergy scores: CSS=9.39, Synergy_ZIP=-4.20, Synergy_Bliss=0.584, Synergy_Loewe=-0.0728, Synergy_HSA=1.60. (2) Cell line: RXF 393. Synergy scores: CSS=35.7, Synergy_ZIP=1.38, Synergy_Bliss=5.96, Synergy_Loewe=3.25, Synergy_HSA=9.62. Drug 2: CC1CCC2CC(C(=CC=CC=CC(CC(C(=O)C(C(C(=CC(C(=O)CC(OC(=O)C3CCCCN3C(=O)C(=O)C1(O2)O)C(C)CC4CCC(C(C4)OC)O)C)C)O)OC)C)C)C)OC. Drug 1: CCCS(=O)(=O)NC1=C(C(=C(C=C1)F)C(=O)C2=CNC3=C2C=C(C=N3)C4=CC=C(C=C4)Cl)F. (3) Drug 1: C1CCC(CC1)NC(=O)N(CCCl)N=O. Drug 2: C1C(C(OC1N2C=C(C(=O)NC2=O)F)CO)O. Cell line: SNB-19. Synergy scores: CSS=40.7, Synergy_ZIP=-5.24, Synergy_Bliss=-6.55, Synergy_Loewe=-0.952, Synergy_HSA=-0.424. (4) Drug 1: CC1=C(C=C(C=C1)NC2=NC=CC(=N2)N(C)C3=CC4=NN(C(=C4C=C3)C)C)S(=O)(=O)N.Cl. Drug 2: C1CC(=O)NC(=O)C1N2C(=O)C3=CC=CC=C3C2=O. Cell line: HS 578T. Synergy scores: CSS=3.77, Synergy_ZIP=2.32, Synergy_Bliss=7.08, Synergy_Loewe=4.99, Synergy_HSA=4.06.